Dataset: Reaction yield outcomes from USPTO patents with 853,638 reactions. Task: Predict the reaction yield, written as a fraction of the theoretical maximum amount of product (1.0 means a 100% yield; for example, 0.34 means a 34% yield). (1) The reactants are [CH:1]1([N:7]([C:9]2[CH:14]=[CH:13][C:12]([C@@H:15]3[O:20][CH2:19][CH2:18][N:17]([C@@H](C4C=CC=CC=4)C)[CH2:16]3)=[CH:11][CH:10]=2)[CH3:8])[CH2:6][CH2:5][CH2:4][CH2:3][CH2:2]1.[H][H]. The catalyst is [Pd].C(O)C. The product is [CH:1]1([N:7]([C:9]2[CH:14]=[CH:13][C:12]([C@@H:15]3[O:20][CH2:19][CH2:18][NH:17][CH2:16]3)=[CH:11][CH:10]=2)[CH3:8])[CH2:2][CH2:3][CH2:4][CH2:5][CH2:6]1. The yield is 0.950. (2) The product is [Cl:1][C:2]1[CH:3]=[CH:4][C:5]([O:25][CH2:27][O:28][C:29]([N:31]2[CH2:36][CH2:35][CH2:34][CH2:33][CH2:32]2)=[O:30])=[C:6]([CH:24]=1)[C:7]([NH:9][C:10]1[CH:15]=[C:14]([C:16]([F:19])([F:18])[F:17])[CH:13]=[C:12]([C:20]([F:21])([F:22])[F:23])[CH:11]=1)=[O:8]. The yield is 0.862. The reactants are [Cl:1][C:2]1[CH:3]=[CH:4][C:5]([OH:25])=[C:6]([CH:24]=1)[C:7]([NH:9][C:10]1[CH:15]=[C:14]([C:16]([F:19])([F:18])[F:17])[CH:13]=[C:12]([C:20]([F:23])([F:22])[F:21])[CH:11]=1)=[O:8].Cl[CH2:27][O:28][C:29]([N:31]1[CH2:36][CH2:35][CH2:34][CH2:33][CH2:32]1)=[O:30]. No catalyst specified.